This data is from Forward reaction prediction with 1.9M reactions from USPTO patents (1976-2016). The task is: Predict the product of the given reaction. (1) Given the reactants [Br:1][C:2]1[CH:12]=[CH:11][C:5]([O:6][CH2:7][C:8]([NH2:10])=[O:9])=[C:4]([C:13]#[N:14])[CH:3]=1.[NH:15]1[CH2:20][CH2:19][CH2:18][CH2:17][CH2:16]1.[N:21]1[CH:26]=CC=[CH:23][C:22]=1CN, predict the reaction product. The product is: [Br:1][C:2]1[CH:12]=[CH:11][C:5]2[O:6][C:7]3[C:8](=[O:9])[NH:10][C:23]([CH2:22][NH:21][CH2:26][C:16]4[CH:17]=[CH:18][CH:19]=[CH:20][N:15]=4)=[N:14][C:13]=3[C:4]=2[CH:3]=1. (2) The product is: [CH2:14]([S:21][C:2]1[S:3][C:4]([Br:7])=[CH:5][N:6]=1)[C:15]1[CH:20]=[CH:19][CH:18]=[CH:17][CH:16]=1. Given the reactants Br[C:2]1[S:3][C:4]([Br:7])=[CH:5][N:6]=1.C([O-])([O-])=O.[K+].[K+].[CH2:14]([SH:21])[C:15]1[CH:20]=[CH:19][CH:18]=[CH:17][CH:16]=1, predict the reaction product. (3) Given the reactants N1CCCN2CCCCCC=12.[CH:12]1([NH:15][C:16]([C:19]2[CH:24]=[CH:23][C:22]([CH3:25])=[C:21]([I:26])[C:20]=2F)=[N:17][OH:18])[CH2:14][CH2:13]1, predict the reaction product. The product is: [CH:12]1([NH:15][C:16]2[C:19]3[CH:24]=[CH:23][C:22]([CH3:25])=[C:21]([I:26])[C:20]=3[O:18][N:17]=2)[CH2:14][CH2:13]1. (4) Given the reactants [F:1][C:2]1[CH:3]=[CH:4][C:5](=[N:12]S(C2C=CC(C)=CC=2)(=O)=O)[N:6]([CH2:8][C:9]([NH2:11])=O)[CH:7]=1.[C:23](O[C:23]([C:25]([F:28])([F:27])[F:26])=[O:24])([C:25]([F:28])([F:27])[F:26])=[O:24], predict the reaction product. The product is: [F:26][C:25]([F:28])([F:27])[C:23]([NH:11][C:9]1[N:12]=[C:5]2[CH:4]=[CH:3][C:2]([F:1])=[CH:7][N:6]2[CH:8]=1)=[O:24]. (5) Given the reactants FC(F)(F)S(O[C:7]1[C:8]([C:18](=[O:20])[CH3:19])=[N:9][C:10]2[C:15]([CH:16]=1)=[CH:14][C:13]([F:17])=[CH:12][CH:11]=2)(=O)=O.[F:23][C:24]1[CH:25]=[C:26](B(O)O)[CH:27]=[N:28][CH:29]=1.[F-].[Cs+], predict the reaction product. The product is: [F:17][C:13]1[CH:14]=[C:15]2[C:10](=[CH:11][CH:12]=1)[N:9]=[C:8]([C:18](=[O:20])[CH3:19])[C:7]([C:26]1[CH:27]=[N:28][CH:29]=[C:24]([F:23])[CH:25]=1)=[CH:16]2. (6) Given the reactants [C:1]([O:5][C:6](=[O:35])[CH2:7][O:8][C:9]1[C:14]2[CH2:15][CH2:16][CH2:17][CH2:18][CH:19]([NH:20][S:21]([C:24]3[CH:29]=[C:28]([C:30]([F:33])([F:32])[F:31])[CH:27]=[C:26]([F:34])[CH:25]=3)(=[O:23])=[O:22])[C:13]=2[CH:12]=[CH:11][CH:10]=1)([CH3:4])([CH3:3])[CH3:2].CI.[C:38]([O-])([O-])=O.[K+].[K+], predict the reaction product. The product is: [C:1]([O:5][C:6](=[O:35])[CH2:7][O:8][C:9]1[C:14]2[CH2:15][CH2:16][CH2:17][CH2:18][CH:19]([N:20]([S:21]([C:24]3[CH:29]=[C:28]([C:30]([F:31])([F:32])[F:33])[CH:27]=[C:26]([F:34])[CH:25]=3)(=[O:23])=[O:22])[CH3:38])[C:13]=2[CH:12]=[CH:11][CH:10]=1)([CH3:4])([CH3:2])[CH3:3]. (7) Given the reactants [C:1]([O:5][C:6](=[O:37])[NH:7][C:8]1([C:14]2N=C(C(NCC3C=CC(F)=CC=3S(C)(=O)=O)=O)C(O)=C(O)[N:15]=2)[CH2:13][CH2:12][O:11][CH2:10][CH2:9]1)([CH3:4])([CH3:3])[CH3:2].FC(F)(F)C(O)=[O:41], predict the reaction product. The product is: [NH2:15][C:14]([C:8]1([NH:7][C:6](=[O:37])[O:5][C:1]([CH3:4])([CH3:3])[CH3:2])[CH2:13][CH2:12][O:11][CH2:10][CH2:9]1)=[O:41]. (8) Given the reactants Br[C:2]1[CH:3]=[CH:4][C:5]([O:8][CH2:9][C:10]2[CH:15]=[CH:14][C:13]([CH:16]3[CH2:21][CH2:20][CH2:19][CH2:18][CH2:17]3)=[C:12]([C:22]([F:25])([F:24])[F:23])[CH:11]=2)=[N:6][CH:7]=1.[N:26]1([C:32]([O:34][C:35]([CH3:38])([CH3:37])[CH3:36])=[O:33])[CH2:31][CH2:30][NH:29][CH2:28][CH2:27]1.CC(C)([O-])C.[Na+], predict the reaction product. The product is: [C:35]([O:34][C:32]([N:26]1[CH2:31][CH2:30][N:29]([C:2]2[CH:7]=[N:6][C:5]([O:8][CH2:9][C:10]3[CH:15]=[CH:14][C:13]([CH:16]4[CH2:21][CH2:20][CH2:19][CH2:18][CH2:17]4)=[C:12]([C:22]([F:25])([F:24])[F:23])[CH:11]=3)=[CH:4][CH:3]=2)[CH2:28][CH2:27]1)=[O:33])([CH3:38])([CH3:36])[CH3:37]. (9) Given the reactants [Br:1][C:2]1[CH:3]=[C:4]([C:11]([N:13]2[CH2:18][CH2:17][O:16][C:15]3[N:19]=[CH:20][C:21]([C:23]4[CH:31]=[CH:30][CH:29]=[C:28]5[C:24]=4[CH:25]=[CH:26][NH:27]5)=[CH:22][C:14]2=3)=[O:12])[CH:5]=[C:6]([Br:10])[C:7]=1[O:8]C.[Br-].[Li+].N1CCNCC1.Cl, predict the reaction product. The product is: [Br:1][C:2]1[CH:3]=[C:4]([C:11]([N:13]2[CH2:18][CH2:17][O:16][C:15]3[N:19]=[CH:20][C:21]([C:23]4[CH:31]=[CH:30][CH:29]=[C:28]5[C:24]=4[CH:25]=[CH:26][NH:27]5)=[CH:22][C:14]2=3)=[O:12])[CH:5]=[C:6]([Br:10])[C:7]=1[OH:8].